Dataset: Peptide-MHC class I binding affinity with 185,985 pairs from IEDB/IMGT. Task: Regression. Given a peptide amino acid sequence and an MHC pseudo amino acid sequence, predict their binding affinity value. This is MHC class I binding data. (1) The binding affinity (normalized) is 0.255. The MHC is HLA-B40:02 with pseudo-sequence HLA-B40:02. The peptide sequence is PECSDSPLVL. (2) The peptide sequence is AVSKNRRQL. The MHC is HLA-B38:01 with pseudo-sequence YYSEYRNICTNTYENIAYLRYNFYTWAVLTYTWY. The binding affinity (normalized) is 0.0847. (3) The peptide sequence is KEKGGLEGM. The MHC is HLA-A24:02 with pseudo-sequence HLA-A24:02. The binding affinity (normalized) is 0.0954.